From a dataset of Reaction yield outcomes from USPTO patents with 853,638 reactions. Predict the reaction yield, written as a fraction of the theoretical maximum amount of product (1.0 means a 100% yield; for example, 0.34 means a 34% yield). (1) The product is [CH:1]1([C:7]2([CH3:15])[N:11]([CH3:12])[C:10](=[O:13])[N:9]([CH2:19][C:20](=[O:21])[C:22]3[CH:26]=[CH:25][NH:24][CH:23]=3)[C:8]2=[O:14])[CH2:2][CH2:3][CH2:4][CH2:5][CH2:6]1. The reactants are [CH:1]1([C:7]2([CH3:15])[N:11]([CH3:12])[C:10](=[O:13])[NH:9][C:8]2=[O:14])[CH2:6][CH2:5][CH2:4][CH2:3][CH2:2]1.[H-].[Na+].Br[CH2:19][C:20]([C:22]1[CH:26]=[CH:25][NH:24][CH:23]=1)=[O:21]. The catalyst is CN(C=O)C. The yield is 0.150. (2) The reactants are [NH2:1][C:2]1[CH:7]=[C:6]([CH3:8])[C:5]([CH3:9])=[CH:4][C:3]=1[NH:10][CH2:11][CH2:12][CH2:13][CH2:14][CH2:15][CH2:16][C:17]([OH:19])=[O:18].B(OB=O)=O.O.[NH:26]1[C:34](=[O:35])[C:32](=O)[C:30](=O)[NH:29][C:27]1=[O:28]. The catalyst is C(O)(=O)C. The product is [CH3:8][C:6]1[C:5]([CH3:9])=[CH:4][C:3]2[N:10]([CH2:11][CH2:12][CH2:13][CH2:14][CH2:15][CH2:16][C:17]([OH:19])=[O:18])[C:30]3[C:32]([C:34](=[O:35])[NH:26][C:27](=[O:28])[N:29]=3)=[N:1][C:2]=2[CH:7]=1. The yield is 0.270. (3) The reactants are [Br:1][C:2]1[CH:3]=[C:4]2[C:8](=[CH:9][CH:10]=1)[NH:7][CH:6]=[CH:5]2.[BH3-]C#N.[Na+]. The catalyst is C(O)(=O)C.O. The product is [Br:1][C:2]1[CH:3]=[C:4]2[C:8](=[CH:9][CH:10]=1)[NH:7][CH2:6][CH2:5]2. The yield is 0.710. (4) The reactants are [NH2:1][C:2]1[CH:3]=[C:4]([C:8]([C:10]2[CH:15]=[C:14]([C:16]3[C:17]([O:22]C)=[N:18][CH:19]=[CH:20][CH:21]=3)[CH:13]=[C:12]([C:24]([CH3:27])([CH3:26])[CH3:25])[C:11]=2[O:28][CH3:29])=[O:9])[CH:5]=[CH:6][CH:7]=1.Br.C([O-])(O)=O.[Na+]. The catalyst is CC(O)=O. The product is [NH2:1][C:2]1[CH:3]=[C:4]([CH:5]=[CH:6][CH:7]=1)[C:8]([C:10]1[CH:15]=[C:14]([C:16]2[C:17](=[O:22])[NH:18][CH:19]=[CH:20][CH:21]=2)[CH:13]=[C:12]([C:24]([CH3:27])([CH3:26])[CH3:25])[C:11]=1[O:28][CH3:29])=[O:9]. The yield is 0.660. (5) The reactants are [F:1][C:2]([F:14])([F:13])[C:3]1[CH:8]=[CH:7][C:6]([S:9][CH2:10][CH2:11][OH:12])=[CH:5][CH:4]=1.N1C=CC=CC=1.Cl[C:22]([O:24][C:25]1[CH:30]=[CH:29][C:28]([N+:31]([O-:33])=[O:32])=[CH:27][CH:26]=1)=[O:23]. The catalyst is C(Cl)Cl. The product is [F:14][C:2]([F:13])([F:1])[C:3]1[CH:8]=[CH:7][C:6]([S:9][CH2:10][CH2:11][O:12][C:22](=[O:23])[O:24][C:25]2[CH:26]=[CH:27][C:28]([N+:31]([O-:33])=[O:32])=[CH:29][CH:30]=2)=[CH:5][CH:4]=1. The yield is 0.862. (6) The catalyst is C1COCC1. The yield is 0.520. The reactants are [Cl:1][C:2]1[N:7]=[C:6](Cl)[CH:5]=[C:4]([C:9]2[CH:14]=[CH:13][CH:12]=[CH:11][CH:10]=2)[N:3]=1.[NH2:15][CH2:16][CH:17]1[CH2:21][CH2:20][CH2:19][N:18]1[CH2:22][CH3:23].C[Si]([N-][Si](C)(C)C)(C)C.[Li+]. The product is [Cl:1][C:2]1[N:7]=[C:6]([NH:15][CH2:16][CH:17]2[CH2:21][CH2:20][CH2:19][N:18]2[CH2:22][CH3:23])[CH:5]=[C:4]([C:9]2[CH:14]=[CH:13][CH:12]=[CH:11][CH:10]=2)[N:3]=1.